From a dataset of Experimentally validated miRNA-target interactions with 360,000+ pairs, plus equal number of negative samples. Binary Classification. Given a miRNA mature sequence and a target amino acid sequence, predict their likelihood of interaction. (1) The miRNA is hsa-miR-330-3p with sequence GCAAAGCACACGGCCUGCAGAGA. The protein sequence of the target gene is MGNQMSVPQRVEDQENEPEAETYQDNASALNGVPVVVSTHTVQHLEEVDLGISVKTDNVATSSPETTEISAVADANGKNLGKEAKPEAPAAKSRFFLMLSRPVPGRTGDQAADSSLGSVKLDVSSNKAPANKDPSESWTLPVAAGPGQDTDKTPGHAPAQDKVLSAARDPTLLPPETGGAGGEAPSKPKDSSFFDKFFKLDKGQEKVPGDSQQEAKRAEHQDKVDEVPGLSGQSDDVPAGKDIVDGKEKEGQELGTADCSVPGDPEGLETAKDDSQAAAIAENNNSIMSFFKTLVSPNKA.... Result: 1 (interaction). (2) The miRNA is cel-miR-1021 with sequence AAGUGAGAUCAUGUGAAAUCCUCGG. The protein sequence of the target gene is MSGIQPVPGAKPLSMWQQYGPSEKTVRGIVIGGITGGIEICITFPTEYVKTQLQLDERSATPKFRGPIDCVKQTVNGHGFFGLYRGLSVLLYGSIPKSSFRFGTFEYLKSQAADERGNLSPVMRLLCGLGAGLSEAVFAVTPMETVKVKFIHDQGLAQPKYKGFVHGVGCIVKAEGLGGIYKGVTATMAKQGSNQAIRFFVMETLKDWYRGGDNTQPISKPIVGLMGAVAGAASVYGNTPIDVVKTRMQGLEAKKYKNTLDCAMQIWKKEGFFAFYKGTVPRLSRVCLDVGITFMIYDSI.... Result: 1 (interaction). (3) The miRNA is hsa-miR-4770 with sequence UGAGAUGACACUGUAGCU. The protein sequence of the target gene is MGPLTFTDVAIEFSLEEWQCLDTAQQNLYRNVMLENYRNLVFLGIAVSKPDLITCLEKEKEPCKMKRHEMVDEPPVVCSHFAEDFWPEQDIKDSFQKVTLRRYDKRGHENLQLRKGYKTVGDCKLYKGGYNGLNQCLTLTQSKMYHCDIYVKVFYAFSNADRYKTRHTGKKPFQCKKCGKSFCMLSQLTQHKKIHIRENTYRCKEFGNAFNQSSALTNHKRIYVGEKHYRCEECGKAFNHYSTLTNHKRIHTGEKPYKCKECGKAFSRYSTLTTHKRIHSGEKPYKCDECGKTFSISSTF.... Result: 1 (interaction). (4) The miRNA is hsa-miR-3150a-3p with sequence CUGGGGAGAUCCUCGAGGUUGG. Result: 0 (no interaction). The protein sequence of the target gene is MVKETQYYDILGVKPSASPEEIKKAYRKLALKYHPDKNPDEGEKFKLISQAYEVLSDPKKRDIYDQGGEQAIKEGGSGSPSFSSPMDIFDMFFGGGGRMTRERRGKNVVHQLSVTLEDLYNGITKKLALQKNVICEKCEGIGGKKGSVEKCPLCKGRGMQVHIQQIGPGMVQQIQTVCIECKGQGERINPKDRCENCSGAKVTREKKIIEVHVEKGMKDGQKILFHGEGDQEPELDPGDVIIVLDQKDHSVFQRRGQDLIMKMKIQLSEALCGFKKTIKTLDDRVLVISSKSGEVIKHGD.... (5) The miRNA is hsa-miR-1266-3p with sequence CCCUGUUCUAUGCCCUGAGGGA. The protein sequence of the target gene is MAVSTQQLAEELQIFGLDYEDSLLEKLAELCVLYRQTEDGMVSELIAFCTSAGKTCLTVDILNSFEYEVLNKKLSKAWHSASKDSGHAGTRDIVSIQELIEAEEEEETLLSSYTTPSKGPLKRVSSTPETPLTKRSVAARSPRQLLSPSSFSPSATPSQKYTSRTNRGEVVTTFGSAQGLSWSGRGGSGSVSLKVVGDPEPLTGSYKAMFQQLMGVREVLTSKIEELGSELKEHHKIEAFTPLLVPAQEPVILLGQIGCDSNGKLNSKSVILEGDQEHSYGAQIPVDLSELKEYSLFPGQ.... Result: 0 (no interaction).